Dataset: Reaction yield outcomes from USPTO patents with 853,638 reactions. Task: Predict the reaction yield, written as a fraction of the theoretical maximum amount of product (1.0 means a 100% yield; for example, 0.34 means a 34% yield). (1) The reactants are BrC1C=C(C2C=CC(C(OCC)=O)=CC=2)C=CC=1[OH:8].C(C1C=C(B(O)O)C=CC=1N1CCCC1)(C)(C)C.C(=O)([O-])[O-].[K+].[K+].[C:44]([C:48]1[CH:49]=[C:50]([C:59]2[CH:60]=[C:61]([C:66]3[CH:71]=[CH:70][C:69]([C:72]([O:74][CH2:75][CH3:76])=[O:73])=[CH:68][CH:67]=3)[CH:62]=[CH:63][C:64]=2O)[CH:51]=[CH:52][C:53]=1[N:54]1[CH2:58][CH2:57][CH2:56][CH2:55]1)([CH3:47])([CH3:46])[CH3:45]. The catalyst is C1C=CC([P]([Pd]([P](C2C=CC=CC=2)(C2C=CC=CC=2)C2C=CC=CC=2)([P](C2C=CC=CC=2)(C2C=CC=CC=2)C2C=CC=CC=2)[P](C2C=CC=CC=2)(C2C=CC=CC=2)C2C=CC=CC=2)(C2C=CC=CC=2)C2C=CC=CC=2)=CC=1. The product is [C:44]([C:48]1[CH:49]=[C:50]([C:59]2[CH:60]=[C:61]([C:66]3[CH:71]=[CH:70][C:69]([OH:8])([C:72]([O:74][CH2:75][CH3:76])=[O:73])[CH2:68][CH:67]=3)[CH:62]=[CH:63][CH:64]=2)[CH:51]=[CH:52][C:53]=1[N:54]1[CH2:58][CH2:57][CH2:56][CH2:55]1)([CH3:45])([CH3:46])[CH3:47]. The yield is 0.630. (2) The reactants are [Cl:1][C:2]1[N:7]=[C:6](Cl)[C:5](F)=[CH:4][N:3]=1.[N+:10]([C:13]1[CH:14]=[C:15]([CH:18]=[CH:19][CH:20]=1)[CH:16]=[O:17])([O-:12])=[O:11].[Br-].C([N:24]1[CH:28]=[CH:27][N+:26](C)=[CH:25]1)C.[H-].[Na+]. The catalyst is CN(C=O)C. The product is [Cl:1][C:2]1[N:7]=[C:6]2[C:5]([N:26]=[CH:25][N:24]2[CH:28]2[CH2:27][CH2:14][CH2:15][CH2:16][O:17]2)=[C:4]([C:16]([C:15]2[CH:18]=[CH:19][CH:20]=[C:13]([N+:10]([O-:12])=[O:11])[CH:14]=2)=[O:17])[N:3]=1. The yield is 0.440. (3) The reactants are CC(OC([N:8]1[CH2:15][C@H:14]2[C@H:10]([CH2:11][CH:12]([OH:16])[CH2:13]2)[CH2:9]1)=O)(C)C.[ClH:17]. No catalyst specified. The product is [CH2:11]1[CH:12]([OH:16])[CH2:13][C@@H:14]2[C@H:10]1[CH2:9][NH:8][CH2:15]2.[ClH:17]. The yield is 0.910. (4) The reactants are [CH:1]1([C:4]2[CH:5]=[CH:6][CH:7]=[C:8]3[C:13]=2[N:12]=[C:11]([C:14]([F:23])([F:22])[C:15]2[CH:20]=[CH:19][C:18]([F:21])=[CH:17][N:16]=2)[N:10]=[C:9]3O)[CH2:3][CH2:2]1.P(Br)(Br)(Br)=O.CCN(C(C)C)C(C)C.[CH3:39][C:40]1[NH:44][N:43]=[C:42]([NH2:45])[CH:41]=1. The catalyst is CN(C=O)C.C1(C)C=CC=CC=1. The product is [CH:1]1([C:4]2[CH:5]=[CH:6][CH:7]=[C:8]3[C:13]=2[N:12]=[C:11]([C:14]([F:23])([F:22])[C:15]2[CH:20]=[CH:19][C:18]([F:21])=[CH:17][N:16]=2)[N:10]=[C:9]3[NH:45][C:42]2[CH:41]=[C:40]([CH3:39])[NH:44][N:43]=2)[CH2:3][CH2:2]1. The yield is 0.480. (5) The product is [Br:1][C:2]1[CH:7]=[CH:6][C:5]([S:8]([N:18]([CH2:19][CH3:20])[CH2:16][CH3:17])(=[O:10])=[O:9])=[C:4]([C:12]([F:15])([F:14])[F:13])[CH:3]=1. The catalyst is ClCCl. The reactants are [Br:1][C:2]1[CH:7]=[CH:6][C:5]([S:8](Cl)(=[O:10])=[O:9])=[C:4]([C:12]([F:15])([F:14])[F:13])[CH:3]=1.[CH2:16]([NH:18][CH2:19][CH3:20])[CH3:17]. The yield is 0.830. (6) The reactants are [C:1]([O:5][C:6]([N:8]1[CH2:12][CH2:11][CH2:10][C@H:9]1[CH2:13][O:14][C:15]1[CH:20]=[CH:19][C:18]([CH2:21][C:22]2[CH:27]=[CH:26][C:25](I)=[CH:24][CH:23]=2)=[CH:17][CH:16]=1)=[O:7])([CH3:4])([CH3:3])[CH3:2].[S:29]1[CH:33]=[CH:32][C:31](B(O)O)=[CH:30]1. No catalyst specified. The product is [C:1]([O:5][C:6]([N:8]1[CH2:12][CH2:11][CH2:10][C@H:9]1[CH2:13][O:14][C:15]1[CH:20]=[CH:19][C:18]([CH2:21][C:22]2[C:27]([C:31]3[CH:32]=[CH:33][S:29][CH:30]=3)=[CH:26][CH:25]=[CH:24][CH:23]=2)=[CH:17][CH:16]=1)=[O:7])([CH3:4])([CH3:3])[CH3:2]. The yield is 0.740.